This data is from Peptide-MHC class I binding affinity with 185,985 pairs from IEDB/IMGT. The task is: Regression. Given a peptide amino acid sequence and an MHC pseudo amino acid sequence, predict their binding affinity value. This is MHC class I binding data. (1) The peptide sequence is SILSLETVK. The MHC is HLA-A33:01 with pseudo-sequence HLA-A33:01. The binding affinity (normalized) is 0.0917. (2) The MHC is HLA-A01:01 with pseudo-sequence HLA-A01:01. The binding affinity (normalized) is 0.0847. The peptide sequence is EIPQFMIGL. (3) The peptide sequence is MSYCVVKA. The MHC is H-2-Db with pseudo-sequence H-2-Db. The binding affinity (normalized) is 0.